This data is from Full USPTO retrosynthesis dataset with 1.9M reactions from patents (1976-2016). The task is: Predict the reactants needed to synthesize the given product. Given the product [C:18]1([C:28]([N:30]2[CH2:35][CH2:34][N:33]([CH2:2][CH2:3][C:4]3[CH:9]=[CH:8][C:7]([O:10][CH2:11][C:12]4[CH:17]=[CH:16][CH:15]=[CH:14][CH:13]=4)=[CH:6][CH:5]=3)[CH2:32][CH2:31]2)=[O:29])[C:27]2[C:22](=[CH:23][CH:24]=[CH:25][CH:26]=2)[CH:21]=[CH:20][CH:19]=1, predict the reactants needed to synthesize it. The reactants are: Br[CH2:2][CH2:3][C:4]1[CH:9]=[CH:8][C:7]([O:10][CH2:11][C:12]2[CH:17]=[CH:16][CH:15]=[CH:14][CH:13]=2)=[CH:6][CH:5]=1.[C:18]1([C:28]([N:30]2[CH2:35][CH2:34][NH:33][CH2:32][CH2:31]2)=[O:29])[C:27]2[C:22](=[CH:23][CH:24]=[CH:25][CH:26]=2)[CH:21]=[CH:20][CH:19]=1.C(N(C(C)C)CC)(C)C.